From a dataset of Full USPTO retrosynthesis dataset with 1.9M reactions from patents (1976-2016). Predict the reactants needed to synthesize the given product. (1) Given the product [C:36]([C@@:24]1([OH:35])[C@H:23]([O:39][C:40](=[O:42])[CH3:41])[C@@H:22]([CH2:21][OH:20])[S:26][C@H:25]1[N:27]1[CH:34]=[CH:33][C:31](=[O:32])[NH:30][C:28]1=[O:29])(=[O:38])[CH3:37], predict the reactants needed to synthesize it. The reactants are: COC1C=CC(C([O:20][CH2:21][C@H:22]2[S:26][C@@H:25]([N:27]3[CH:34]=[CH:33][C:31](=[O:32])[NH:30][C:28]3=[O:29])[C@:24]([C:36](=[O:38])[CH3:37])([OH:35])[C@@H:23]2[O:39][C:40](=[O:42])[CH3:41])(C2C=CC=CC=2)C2C=CC=CC=2)=CC=1.C(=O)([O-])O.[Na+]. (2) Given the product [ClH:1].[Cl:18][C:19]1[CH:20]=[CH:21][C:22]([O:31][CH3:32])=[C:23]([N:25]2[CH2:26][CH2:27][N:28]([CH2:2][CH2:3][CH2:4][CH2:5][C:6]3([CH2:16][CH3:17])[C:14]4[C:9](=[CH:10][CH:11]=[CH:12][CH:13]=4)[NH:8][C:7]3=[O:15])[CH2:29][CH2:30]2)[CH:24]=1, predict the reactants needed to synthesize it. The reactants are: [Cl:1][CH2:2][CH2:3][CH2:4][CH2:5][C:6]1([CH2:16][CH3:17])[C:14]2[C:9](=[CH:10][CH:11]=[CH:12][CH:13]=2)[NH:8][C:7]1=[O:15].[Cl:18][C:19]1[CH:20]=[CH:21][C:22]([O:31][CH3:32])=[C:23]([N:25]2[CH2:30][CH2:29][NH:28][CH2:27][CH2:26]2)[CH:24]=1. (3) Given the product [Cl:1][C:2]1[CH:3]=[CH:4][C:5]2[N:6]([CH:10]=[C:11]([CH3:12])[N:8]=2)[N:7]=1, predict the reactants needed to synthesize it. The reactants are: [Cl:1][C:2]1[N:7]=[N:6][C:5]([NH2:8])=[CH:4][CH:3]=1.Br[CH2:10][C:11](=O)[CH3:12]. (4) Given the product [C:18]([O:17][C:15]([N:9]1[CH2:14][CH2:13][N:12]([C:2]2[C:7]([Cl:8])=[CH:6][CH:5]=[CH:4][N:3]=2)[CH2:11][CH2:10]1)=[O:16])([CH3:21])([CH3:19])[CH3:20], predict the reactants needed to synthesize it. The reactants are: Cl[C:2]1[C:7]([Cl:8])=[CH:6][CH:5]=[CH:4][N:3]=1.[N:9]1([C:15]([O:17][C:18]([CH3:21])([CH3:20])[CH3:19])=[O:16])[CH2:14][CH2:13][NH:12][CH2:11][CH2:10]1.C([O-])([O-])=O.[K+].[K+]. (5) Given the product [CH:1]1([C:4]2[NH:5][C:6]3[C:12]([B:21]4[O:25][C:24]([CH3:27])([CH3:26])[C:23]([CH3:29])([CH3:28])[O:22]4)=[CH:11][C:10]([C:14]4[C:15]([CH3:20])=[N:16][O:17][C:18]=4[CH3:19])=[CH:9][C:7]=3[N:8]=2)[CH2:3][CH2:2]1, predict the reactants needed to synthesize it. The reactants are: [CH:1]1([C:4]2[NH:8][C:7]3[CH:9]=[C:10]([C:14]4[C:15]([CH3:20])=[N:16][O:17][C:18]=4[CH3:19])[CH:11]=[C:12](I)[C:6]=3[N:5]=2)[CH2:3][CH2:2]1.[B:21]1([B:21]2[O:25][C:24]([CH3:27])([CH3:26])[C:23]([CH3:29])([CH3:28])[O:22]2)[O:25][C:24]([CH3:27])([CH3:26])[C:23]([CH3:29])([CH3:28])[O:22]1.C([O-])(=O)C.[K+]. (6) Given the product [Cl:1][C:2]1[CH:20]=[CH:19][C:5]2[N:6]([CH:23]([CH3:29])[C:24]([OH:26])=[O:25])[C:7](=[N:9][C:10](=[O:18])[C:11]3[CH:16]=[CH:15][CH:14]=[C:13]([Cl:17])[CH:12]=3)[S:8][C:4]=2[C:3]=1[F:21], predict the reactants needed to synthesize it. The reactants are: [Cl:1][C:2]1[CH:20]=[CH:19][C:5]2[NH:6][C:7](=[N:9][C:10](=[O:18])[C:11]3[CH:16]=[CH:15][CH:14]=[C:13]([Cl:17])[CH:12]=3)[S:8][C:4]=2[C:3]=1[F:21].Br[CH:23]([CH3:29])[C:24]([O:26]CC)=[O:25].ClC1C=CC2NC(=NC(=O)C3C=CC=C(C(F)(F)F)C=3)SC=2C=1F.BrCC(OCC)=O. (7) Given the product [C:1]1([CH3:19])[CH:2]=[CH:3][C:4]([S:7]([N:10]2[CH:14]=[CH:13][C:12]([CH2:15][OH:16])=[CH:11]2)(=[O:9])=[O:8])=[CH:5][CH:6]=1, predict the reactants needed to synthesize it. The reactants are: [C:1]1([CH3:19])[CH:6]=[CH:5][C:4]([S:7]([N:10]2[CH:14]=[CH:13][C:12]([C:15](OC)=[O:16])=[CH:11]2)(=[O:9])=[O:8])=[CH:3][CH:2]=1.[Li+].[BH4-].CCCCCC.C(OCC)(=O)C. (8) Given the product [F:1][C:2]1[C:10]([O:11][C:12]2[C:17]3=[C:18]([CH3:25])[C:19]([O:29][CH2:27][C@@H:28]([OH:41])[CH2:30][OH:31])=[CH:20][N:16]3[N:15]=[CH:14][N:13]=2)=[CH:9][CH:8]=[C:7]2[C:3]=1[CH:4]=[C:5]([CH3:26])[NH:6]2, predict the reactants needed to synthesize it. The reactants are: [F:1][C:2]1[C:10]([O:11][C:12]2[C:17]3=[C:18]([CH3:25])[C:19](C(O)(C)C)=[CH:20][N:16]3[N:15]=[CH:14][N:13]=2)=[CH:9][CH:8]=[C:7]2[C:3]=1[CH:4]=[C:5]([CH3:26])[NH:6]2.[CH2:27]1[O:29][CH:28]1[CH2:30][OH:31].C(N(CC)CC)C.C([OH:41])C. (9) Given the product [Cl:19][C:20]1[C:25]([Cl:26])=[C:24]([F:27])[CH:23]=[CH:22][C:21]=1[N:28]1[CH2:29][CH2:30][N:31]([CH2:2][CH2:3][CH2:4][CH2:5][O:6][C:7]2[CH:8]=[CH:9][C:10]3[CH2:16][CH2:15][NH:14][C:13](=[O:17])[NH:12][C:11]=3[CH:18]=2)[CH2:32][CH2:33]1, predict the reactants needed to synthesize it. The reactants are: Cl[CH2:2][CH2:3][CH2:4][CH2:5][O:6][C:7]1[CH:8]=[CH:9][C:10]2[CH2:16][CH2:15][NH:14][C:13](=[O:17])[NH:12][C:11]=2[CH:18]=1.[Cl:19][C:20]1[C:25]([Cl:26])=[C:24]([F:27])[CH:23]=[CH:22][C:21]=1[N:28]1[CH2:33][CH2:32][NH:31][CH2:30][CH2:29]1.C(=O)([O-])[O-].[K+].[K+].